Predict the reaction yield, written as a fraction of the theoretical maximum amount of product (1.0 means a 100% yield; for example, 0.34 means a 34% yield). From a dataset of Reaction yield outcomes from USPTO patents with 853,638 reactions. (1) The reactants are C1C2C(CO[C:16]([N:18](C)[C@H:19]([C:23]([NH:25][C@H:26]([C:30]([N:32]([C@@H:34]([C@@H:62]([CH3:65])[CH2:63][CH3:64])[C@H:35]([O:60][CH3:61])[CH2:36][C:37]([N:39]3[CH2:43][CH2:42][CH2:41][C@H:40]3[C@H:44]([O:58][CH3:59])[C@@H:45]([CH3:57])[C:46]([NH:48][CH2:49][CH2:50][C:51]3[CH:56]=[CH:55][CH:54]=[CH:53][CH:52]=3)=[S:47])=[O:38])[CH3:33])=[O:31])[CH:27]([CH3:29])[CH3:28])=[O:24])[CH:20]([CH3:22])[CH3:21])=O)C3C(=CC=CC=3)C=2C=CC=1. The catalyst is ClCCl.C(NCC)C. The product is [CH3:16][NH:18][C@H:19]([C:23]([NH:25][C@H:26]([C:30]([N:32]([C@@H:34]([C@@H:62]([CH3:65])[CH2:63][CH3:64])[C@H:35]([O:60][CH3:61])[CH2:36][C:37]([N:39]1[CH2:43][CH2:42][CH2:41][C@H:40]1[C@H:44]([O:58][CH3:59])[C@@H:45]([CH3:57])[C:46]([NH:48][CH2:49][CH2:50][C:51]1[CH:56]=[CH:55][CH:54]=[CH:53][CH:52]=1)=[S:47])=[O:38])[CH3:33])=[O:31])[CH:27]([CH3:29])[CH3:28])=[O:24])[CH:20]([CH3:22])[CH3:21]. The yield is 0.880. (2) The reactants are [B:10]1([B:10]2[O:14][C:13]([CH3:16])([CH3:15])[C:12]([CH3:18])([CH3:17])[O:11]2)[O:14][C:13]([CH3:16])([CH3:15])[C:12]([CH3:18])([CH3:17])[O:11]1.C([O-])(=O)C.[K+].CS(C)=O.Br[C:29]1[CH:30]=[C:31]2[C:36]3=[C:37]([CH2:39][CH2:40][N:35]3[C:34](=[O:41])[CH2:33][CH2:32]2)[CH:38]=1. The yield is 0.740. The product is [CH3:16][C:13]1([CH3:15])[C:12]([CH3:17])([CH3:18])[O:11][B:10]([C:29]2[CH:30]=[C:31]3[C:36]4=[C:37]([CH2:39][CH2:40][N:35]4[C:34](=[O:41])[CH2:33][CH2:32]3)[CH:38]=2)[O:14]1. The catalyst is C1C=CC(P([C]2[CH][CH][CH][CH]2)C2C=CC=CC=2)=CC=1.C1C=CC(P([C]2[CH][CH][CH][CH]2)C2C=CC=CC=2)=CC=1.Cl[Pd]Cl.[Fe].O. (3) The reactants are [NH2:1][CH2:2][CH2:3][OH:4].[Cl:5][C:6]1[CH:35]=[CH:34][C:9](/[CH:10]=[C:11]2\[N:12]=[C:13]([C:17]3[CH:22]=[CH:21][C:20]([O:23][CH2:24][CH2:25][C:26]4[CH:31]=[CH:30][C:29]([O:32][CH3:33])=[CH:28][CH:27]=4)=[CH:19][CH:18]=3)[O:14][C:15]\2=[O:16])=[CH:8][CH:7]=1. The catalyst is C(O)C. The product is [Cl:5][C:6]1[CH:7]=[CH:8][C:9](/[CH:10]=[C:11](\[NH:12][C:13](=[O:14])[C:17]2[CH:22]=[CH:21][C:20]([O:23][CH2:24][CH2:25][C:26]3[CH:27]=[CH:28][C:29]([O:32][CH3:33])=[CH:30][CH:31]=3)=[CH:19][CH:18]=2)/[C:15]([NH:1][CH2:2][CH2:3][OH:4])=[O:16])=[CH:34][CH:35]=1. The yield is 0.710. (4) The reactants are [Br:1][C:2]1[CH:3]=[C:4]([OH:9])[CH:5]=[C:6]([Br:8])[CH:7]=1.C([O-])([O-])=O.[Cs+].[Cs+].Cl[CH2:17][F:18]. The catalyst is CN(C=O)C.O. The product is [Br:1][C:2]1[CH:3]=[C:4]([O:9][CH2:17][F:18])[CH:5]=[C:6]([Br:8])[CH:7]=1. The yield is 0.710. (5) The reactants are [F:1][C:2]1[C:3]([N+:9]([O-:11])=[O:10])=[C:4]([CH:6]=[CH:7][CH:8]=1)[NH2:5].[H-].[Na+].[C:14](O[C:14]([O:16][C:17]([CH3:20])([CH3:19])[CH3:18])=[O:15])([O:16][C:17]([CH3:20])([CH3:19])[CH3:18])=[O:15].O. The catalyst is C1COCC1. The product is [C:17]([O:16][C:14]([NH:5][C:4]1[CH:6]=[CH:7][CH:8]=[C:2]([F:1])[C:3]=1[N+:9]([O-:11])=[O:10])=[O:15])([CH3:20])([CH3:19])[CH3:18]. The yield is 0.930. (6) The reactants are [C:1]([C:3]1[CH:4]=[CH:5][C:6]([C:9]2[N:13]([C:14]3[CH:19]=[CH:18][CH:17]=[CH:16][CH:15]=3)[N:12]=[C:11]([C:20]([OH:22])=O)[CH:10]=2)=[N:7][CH:8]=1)#[N:2].[C:23]([NH2:27])([CH3:26])([CH3:25])[CH3:24]. No catalyst specified. The product is [C:23]([NH:27][C:20]([C:11]1[CH:10]=[C:9]([C:6]2[CH:5]=[CH:4][C:3]([C:1]#[N:2])=[CH:8][N:7]=2)[N:13]([C:14]2[CH:19]=[CH:18][CH:17]=[CH:16][CH:15]=2)[N:12]=1)=[O:22])([CH3:26])([CH3:25])[CH3:24]. The yield is 0.560. (7) The reactants are [Br:1][C:2]1[CH:3]=[C:4]2[C:9](=[CH:10][CH:11]=1)[C:8](=[O:12])[NH:7][C:6](=[O:13])/[C:5]/2=[CH:14]/OC.[CH3:17][O:18][C:19]1[CH:24]=[CH:23][C:22]([CH2:25][NH:26][CH3:27])=[CH:21][C:20]=1[OH:28]. The catalyst is O1CCCC1. The product is [Br:1][C:2]1[CH:3]=[C:4]2[C:9](=[CH:10][CH:11]=1)[C:8](=[O:12])[NH:7][C:6](=[O:13])/[C:5]/2=[CH:14]\[N:26]([CH2:25][C:22]1[CH:23]=[CH:24][C:19]([O:18][CH3:17])=[C:20]([OH:28])[CH:21]=1)[CH3:27]. The yield is 0.950. (8) The reactants are FC(F)(F)C(O)=O.FC(F)(F)C(O)=O.[Cl:15][C:16]1[CH:17]=[C:18]([CH2:41]O)[CH:19]=[C:20]([Cl:40])[C:21]=1[C:22]1[NH:23][C:24]2[C:30]3[CH:31]=[CH:32][N:33]=[CH:34][C:29]=3[NH:28][C:27]3[N:35]=[CH:36][CH:37]=[CH:38][C:26]=3[C:25]=2[N:39]=1.C(N(CC)CC)C.S(Cl)([Cl:52])=O. The catalyst is C1(C)C=CC=CC=1.CO. The product is [Cl:15][C:16]1[CH:17]=[C:18]([CH2:41][Cl:52])[CH:19]=[C:20]([Cl:40])[C:21]=1[C:22]1[NH:23][C:24]2[C:30]3[CH:31]=[CH:32][N:33]=[CH:34][C:29]=3[NH:28][C:27]3[N:35]=[CH:36][CH:37]=[CH:38][C:26]=3[C:25]=2[N:39]=1. The yield is 0.650.